Predict the product of the given reaction. From a dataset of Forward reaction prediction with 1.9M reactions from USPTO patents (1976-2016). (1) The product is: [CH3:25][N:3]([CH:1]([CH3:27])[CH3:2])[C:4]1[CH:9]=[C:8]([C:10]([N:12]2[CH2:17][CH2:16][CH2:15][CH:14]([C:18]3[CH:19]=[CH:20][C:21]([CH3:24])=[CH:22][CH:23]=3)[CH2:13]2)=[O:11])[CH:7]=[CH:6][N:5]=1. Given the reactants [CH2:1]([N:3]([CH3:25])[C:4]1[CH:9]=[C:8]([C:10]([N:12]2[CH2:17][CH2:16][CH2:15][CH:14]([C:18]3[CH:23]=[CH:22][C:21]([CH3:24])=[CH:20][CH:19]=3)[CH2:13]2)=[O:11])[CH:7]=[CH:6][N:5]=1)[CH3:2].F[C:27]1C=C(C(N2CCCC(C3C=CC(C)=CC=3)C2)=O)C=CN=1.CNC(C)C, predict the reaction product. (2) Given the reactants [Cl:1][C:2]1[CH:8]=[C:7]([F:9])[C:6]([CH3:10])=[CH:5][C:3]=1[NH2:4].[CH2:11](OCl)[CH2:12][CH2:13]C.CC[C:19](=[S:21])C.C(N(CC)CC)C, predict the reaction product. The product is: [Cl:1][C:2]1[CH:8]=[C:7]([F:9])[C:6]([CH3:10])=[C:5]2[C:3]=1[NH:4][C:12]([CH3:13])=[C:11]2[S:21][CH3:19]. (3) Given the reactants [CH:1]1([O:4][C:5]2[CH:6]=[C:7]([C:15]3[N:24](COCC[Si](C)(C)C)[C:18]4[CH:19]=[N:20][NH:21][C:22](=[O:23])[C:17]=4[C:16]=3[C:33]3[CH:38]=[CH:37][CH:36]=[CH:35][CH:34]=3)[CH:8]=[CH:9][C:10]=2[O:11][CH:12]([F:14])[F:13])[CH2:3][CH2:2]1.C1(OC2C=C(C3N(COCC[Si](C)(C)C)C4C=NNC(=O)C=4C=3)C=CC=2OC(F)F)CC1, predict the reaction product. The product is: [CH:1]1([O:4][C:5]2[CH:6]=[C:7]([C:15]3[NH:24][C:18]4[CH:19]=[N:20][NH:21][C:22](=[O:23])[C:17]=4[C:16]=3[C:33]3[CH:38]=[CH:37][CH:36]=[CH:35][CH:34]=3)[CH:8]=[CH:9][C:10]=2[O:11][CH:12]([F:13])[F:14])[CH2:3][CH2:2]1. (4) The product is: [CH:1]1([N:5]2[CH2:6][CH2:7][CH:8]([O:11][C:12]3[CH:13]=[C:14]4[C:23](=[CH:24][CH:25]=3)[CH2:22][C:16]3([CH2:17][CH2:18][N:19]([C:31](=[O:32])[C:30]5[CH:34]=[CH:35][C:27]([F:26])=[CH:28][CH:29]=5)[CH2:20][CH2:21]3)[CH2:15]4)[CH2:9][CH2:10]2)[CH2:4][CH2:3][CH2:2]1. Given the reactants [CH:1]1([N:5]2[CH2:10][CH2:9][CH:8]([O:11][C:12]3[CH:13]=[C:14]4[C:23](=[CH:24][CH:25]=3)[CH2:22][C:16]3([CH2:21][CH2:20][NH:19][CH2:18][CH2:17]3)[CH2:15]4)[CH2:7][CH2:6]2)[CH2:4][CH2:3][CH2:2]1.[F:26][C:27]1[CH:35]=[CH:34][C:30]([C:31](Cl)=[O:32])=[CH:29][CH:28]=1, predict the reaction product.